From a dataset of Catalyst prediction with 721,799 reactions and 888 catalyst types from USPTO. Predict which catalyst facilitates the given reaction. (1) Reactant: [NH2:1][C:2]1[C:3]2[C:10]([C:11]3[CH:16]=[C:15]([O:17][CH2:18][C@@H:19]4[CH2:23][CH2:22][CH2:21][O:20]4)[CH:14]=[CH:13][C:12]=3[F:24])=[CH:9][N:8]([C@@H:25]3[CH2:28][C@H:27]([N:29]4[CH2:34][CH2:33][N:32](C(=O)C)[CH2:31][CH2:30]4)[CH2:26]3)[C:4]=2[N:5]=[CH:6][N:7]=1.Cl.C([O-])(O)=O.[Na+]. Product: [F:24][C:12]1[CH:13]=[CH:14][C:15]([O:17][CH2:18][C@@H:19]2[CH2:23][CH2:22][CH2:21][O:20]2)=[CH:16][C:11]=1[C:10]1[C:3]2[C:2]([NH2:1])=[N:7][CH:6]=[N:5][C:4]=2[N:8]([C@H:25]2[CH2:26][C@@H:27]([N:29]3[CH2:30][CH2:31][NH:32][CH2:33][CH2:34]3)[CH2:28]2)[CH:9]=1. The catalyst class is: 5. (2) Reactant: [C:1]([OH:9])(=O)[C:2]1[CH:7]=[CH:6][CH:5]=[CH:4][CH:3]=1.S(Cl)([Cl:12])=O. Product: [C:1]([Cl:12])(=[O:9])[C:2]1[CH:7]=[CH:6][CH:5]=[CH:4][CH:3]=1. The catalyst class is: 21. (3) The catalyst class is: 8. Reactant: [S:1]1[CH:5]=[CH:4][N:3]=[C:2]1[CH:6]=O.[NH2:8][CH2:9][CH2:10][NH:11][CH2:12][CH2:13][OH:14]. Product: [S:1]1[CH:5]=[CH:4][N:3]=[C:2]1[CH2:6][NH:8][CH2:9][CH2:10][NH:11][CH2:12][CH2:13][OH:14]. (4) Reactant: [Br:1]N1C(=O)CCC1=O.C(#N)C.[Cl:12][C:13]1[CH:14]=[CH:15][C:16]2[N:17]([N:23]=[C:24]([N:26]3[CH2:31][CH2:30][O:29][CH2:28][CH2:27]3)[CH:25]=2)[C:18]=1[Si:19]([CH3:22])([CH3:21])[CH3:20]. Product: [Br:1][C:25]1[C:24]([N:26]2[CH2:27][CH2:28][O:29][CH2:30][CH2:31]2)=[N:23][N:17]2[C:18]([Si:19]([CH3:22])([CH3:20])[CH3:21])=[C:13]([Cl:12])[CH:14]=[CH:15][C:16]=12. The catalyst class is: 6. (5) Reactant: Cl.[OH:2][NH2:3].CC([O-])=O.[Na+].[C:9]([C:17]1[CH:22]=[CH:21][CH:20]=[CH:19][CH:18]=1)(=O)[C:10]1[CH:15]=[CH:14][CH:13]=[CH:12][CH:11]=1. Product: [C:9](=[N:3][OH:2])([C:17]1[CH:22]=[CH:21][CH:20]=[CH:19][CH:18]=1)[C:10]1[CH:15]=[CH:14][CH:13]=[CH:12][CH:11]=1. The catalyst class is: 14. (6) Reactant: [C:1]([NH:9][C:10]1[CH:15]=[C:14]([C:16](=O)[CH3:17])[CH:13]=[C:12]([C:19](=O)[CH3:20])[CH:11]=1)(=[O:8])[C:2]1[CH:7]=[CH:6][CH:5]=[CH:4][CH:3]=1.[C:22]([NH:25][NH2:26])([NH2:24])=[NH:23].[ClH:27].Cl. Product: [ClH:27].[ClH:27].[C:22]([NH:25][N:26]=[C:16]([C:14]1[CH:13]=[C:12]([C:19](=[N:26][NH:25][C:22](=[NH:23])[NH2:24])[CH3:20])[CH:11]=[C:10]([CH:15]=1)[NH:9][C:1](=[O:8])[C:2]1[CH:7]=[CH:6][CH:5]=[CH:4][CH:3]=1)[CH3:17])(=[NH:24])[NH2:23]. The catalyst class is: 8. (7) Reactant: [F:1][C:2]1[CH:21]=[CH:20][C:5]2[C:6]([C:9]3[CH:14]=[CH:13][C:12]([O:15][CH2:16][C@H:17]4[CH2:19][O:18]4)=[CH:11][CH:10]=3)=[N:7][O:8][C:4]=2[CH:3]=1.[NH:22]1[CH2:27][CH2:26][CH2:25][CH2:24][CH2:23]1. Product: [F:1][C:2]1[CH:21]=[CH:20][C:5]2[C:6]([C:9]3[CH:10]=[CH:11][C:12]([O:15][CH2:16][C@H:17]([OH:18])[CH2:19][N:22]4[CH2:27][CH2:26][CH2:25][CH2:24][CH2:23]4)=[CH:13][CH:14]=3)=[N:7][O:8][C:4]=2[CH:3]=1. The catalyst class is: 737.